From a dataset of Reaction yield outcomes from USPTO patents with 853,638 reactions. Predict the reaction yield, written as a fraction of the theoretical maximum amount of product (1.0 means a 100% yield; for example, 0.34 means a 34% yield). (1) The reactants are [CH2:1]([C:9]1[CH:15]=[CH:14][C:12](N)=[CH:11][CH:10]=1)[C:2]1[CH:8]=[CH:7][C:5]([NH2:6])=[CH:4][CH:3]=1.C(OC([O:26][C:27]([CH3:30])([CH3:29])[CH3:28])=O)([O:26][C:27]([CH3:30])([CH3:29])[CH3:28])=O.C([NH:39][C:40]1C=CC=CC=1)NC1C=CC=CC=1.C1C[O:49]CC1. The catalyst is CCOCC. The product is [C:27]([O:26][NH:39][C:40]([C:12]1[CH:14]=[CH:15][C:9]([CH2:1][C:2]2[CH:8]=[CH:7][C:5]([NH2:6])=[CH:4][CH:3]=2)=[CH:10][CH:11]=1)=[O:49])([CH3:28])([CH3:29])[CH3:30]. The yield is 0.460. (2) The reactants are F.F.F.C(N(CC)CC)C.[Si]([O:28][CH2:29][C@H:30]1[O:34][C@@H:33]([N:35]2[CH:42]=[C:41]([CH3:43])[C:39](=[O:40])[NH:38][C:36]2=[O:37])[C@H:32]([O:44][CH2:45][CH2:46][O:47][N:48]([CH3:50])[CH3:49])[C@@H:31]1[OH:51])(C(C)(C)C)(C1C=CC=CC=1)C1C=CC=CC=1.CO. The catalyst is C1COCC1.C(Cl)Cl. The product is [CH3:49][N:48]([CH3:50])[O:47][CH2:46][CH2:45][O:44][C@@H:32]1[C@H:31]([OH:51])[C@@H:30]([CH2:29][OH:28])[O:34][C@H:33]1[N:35]1[CH:42]=[C:41]([CH3:43])[C:39](=[O:40])[NH:38][C:36]1=[O:37]. The yield is 0.925. (3) The reactants are [H-].[Na+].[OH:3][C:4]1[CH:9]=[CH:8][C:7]([CH2:10][CH2:11][CH2:12][CH2:13][N:14]2[C:18](=[O:19])[C:17]3=[CH:20][CH:21]=[CH:22][CH:23]=[C:16]3[C:15]2=[O:24])=[CH:6][CH:5]=1.[CH3:25][N:26]([CH3:30])[C:27](Cl)=[S:28].CO. The catalyst is CN(C=O)C. The product is [CH3:25][N:26]([CH3:30])[C:27]([O:3][C:4]1[CH:5]=[CH:6][C:7]([CH2:10][CH2:11][CH2:12][CH2:13][N:14]2[C:18](=[O:19])[C:17]3=[CH:20][CH:21]=[CH:22][CH:23]=[C:16]3[C:15]2=[O:24])=[CH:8][CH:9]=1)=[S:28]. The yield is 0.590. (4) The reactants are [Cl:1][CH2:2][CH2:3][CH2:4][S:5]([O:8][CH2:9][C:10]([CH3:25])([CH3:24])[C@@H:11]([O:14][CH2:15][C:16]1[CH:21]=[CH:20][C:19]([O:22][CH3:23])=[CH:18][CH:17]=1)[CH:12]=[O:13])(=[O:7])=[O:6].CC(C)=[O:28]. No catalyst specified. The product is [Cl:1][CH2:2][CH2:3][CH2:4][S:5]([O:8][CH2:9][C:10]([CH3:25])([CH3:24])[C@@H:11]([O:14][CH2:15][C:16]1[CH:21]=[CH:20][C:19]([O:22][CH3:23])=[CH:18][CH:17]=1)[C:12]([OH:28])=[O:13])(=[O:7])=[O:6]. The yield is 0.960. (5) The reactants are [O:1]1[CH2:6][CH2:5][N:4]([CH2:7][CH2:8][OH:9])[CH2:3][CH2:2]1.[Cl:10][C:11]1[CH:12]=[C:13]([CH:26]=[CH:27][C:28]=1[O:29][CH2:30][C:31]1[CH:36]=[CH:35][CH:34]=[C:33]([F:37])[CH:32]=1)[NH:14][C:15]1[C:24]2[C:19](=[CH:20][CH:21]=[CH:22][C:23]=2F)[N:18]=[CH:17][N:16]=1. No catalyst specified. The product is [Cl:10][C:11]1[CH:12]=[C:13]([CH:26]=[CH:27][C:28]=1[O:29][CH2:30][C:31]1[CH:36]=[CH:35][CH:34]=[C:33]([F:37])[CH:32]=1)[NH:14][C:15]1[C:24]2[C:19](=[CH:20][CH:21]=[CH:22][C:23]=2[O:9][CH2:8][CH2:7][N:4]2[CH2:5][CH2:6][O:1][CH2:2][CH2:3]2)[N:18]=[CH:17][N:16]=1. The yield is 0.250. (6) The reactants are Br[C:2]1[CH:3]=[C:4]([N:12]2[C:16]([CH3:17])=[CH:15][CH:14]=[C:13]2[CH3:18])[CH:5]=[C:6]([C:8]([F:11])([F:10])[F:9])[CH:7]=1.[CH3:19][N:20]1[CH2:25][CH2:24][NH:23][CH2:22][CH2:21]1.C(=O)([O-])[O-].[Cs+].[Cs+]. The catalyst is C1(C)C=CC=CC=1.C(Cl)Cl.C1C=CC(/C=C/C(/C=C/C2C=CC=CC=2)=O)=CC=1.C1C=CC(/C=C/C(/C=C/C2C=CC=CC=2)=O)=CC=1.C1C=CC(/C=C/C(/C=C/C2C=CC=CC=2)=O)=CC=1.[Pd].[Pd]. The product is [CH3:18][C:13]1[N:12]([C:4]2[CH:3]=[C:2]([N:23]3[CH2:24][CH2:25][N:20]([CH3:19])[CH2:21][CH2:22]3)[CH:7]=[C:6]([C:8]([F:11])([F:10])[F:9])[CH:5]=2)[C:16]([CH3:17])=[CH:15][CH:14]=1. The yield is 0.320. (7) The reactants are [C:1]([O:5][C:6]([N:8]1[CH2:13][CH2:12][CH:11]([N:14]([C:29]([O:31][C:32]([CH3:35])([CH3:34])[CH3:33])=[O:30])[C:15]2[CH:20]=[CH:19][C:18]([O:21]C(OC(C)(C)C)=O)=[CH:17][N:16]=2)[CH2:10][CH2:9]1)=[O:7])([CH3:4])([CH3:3])[CH3:2].[Li+].[OH-].O. The catalyst is C1COCC1.CO. The product is [C:1]([O:5][C:6]([N:8]1[CH2:13][CH2:12][CH:11]([N:14]([C:29]([O:31][C:32]([CH3:35])([CH3:34])[CH3:33])=[O:30])[C:15]2[CH:20]=[CH:19][C:18]([OH:21])=[CH:17][N:16]=2)[CH2:10][CH2:9]1)=[O:7])([CH3:4])([CH3:3])[CH3:2]. The yield is 0.800. (8) The reactants are [OH:1][C:2]1[CH:3]=[CH:4][C:5]2[O:19][CH2:18][C:8]3(C4[C:11](=CC=CC=4)[NH:10][C:9]3=[O:17])[C:6]=2[CH:7]=1.[C:33]1(P([C:33]2[CH:38]=[CH:37][CH:36]=[CH:35][CH:34]=2)[C:33]2[CH:38]=[CH:37][CH:36]=[CH:35][CH:34]=2)[CH:38]=[CH:37][CH:36]=[CH:35][CH:34]=1.CO.N(C(OCC)=O)=N[C:43](OCC)=O. The catalyst is O1CCCC1. The product is [CH3:43][O:1][C:2]1[CH:3]=[CH:4][C:5]2[O:19][CH2:18][C:8]3([C:34]4[C:33](=[CH:38][CH:37]=[CH:36][CH:35]=4)[N:10]([CH3:11])[C:9]3=[O:17])[C:6]=2[CH:7]=1. The yield is 0.140.